From a dataset of Full USPTO retrosynthesis dataset with 1.9M reactions from patents (1976-2016). Predict the reactants needed to synthesize the given product. (1) Given the product [Br:1][C:2]1[CH:7]=[CH:6][CH:5]=[C:4]([O:10][CH3:9])[N:3]=1, predict the reactants needed to synthesize it. The reactants are: [Br:1][C:2]1[CH:7]=[CH:6][CH:5]=[C:4](Br)[N:3]=1.[CH3:9][O-:10].[Na+].CO. (2) Given the product [O:1]1[CH2:6][CH2:5][CH:4]([C:7]2[CH:20]=[C:11]([NH:12][CH2:13][C:14]3[CH:19]=[CH:18][CH:17]=[CH:16][N:15]=3)[C:10]([NH2:21])=[CH:9][CH:8]=2)[CH2:3][CH2:2]1, predict the reactants needed to synthesize it. The reactants are: [O:1]1[CH2:6][CH:5]=[C:4]([C:7]2[CH:8]=[CH:9][C:10]([N+:21]([O-])=O)=[C:11]([CH:20]=2)[NH:12][CH2:13][C:14]2[CH:19]=[CH:18][CH:17]=[CH:16][N:15]=2)[CH2:3][CH2:2]1.OC1O[C@H](CO)[C@@H](O)[C@H](O)[C@@H]1O.[H][H]. (3) The reactants are: [O:1]1[CH2:28][CH:2]1[CH2:3][O:4][C:5]1[CH:14]=[C:13]2[C:8]([C:9]([O:15][C:16]3[CH:17]=[C:18]4[C:22](=[CH:23][CH:24]=3)[NH:21][C:20]([CH3:25])=[CH:19]4)=[N:10][CH:11]=[N:12]2)=[CH:7][C:6]=1[O:26][CH3:27].[CH:29]([NH2:32])([CH3:31])[CH3:30]. Given the product [OH:1][CH:2]([CH2:28][NH:32][CH:29]([CH3:31])[CH3:30])[CH2:3][O:4][C:5]1[CH:14]=[C:13]2[C:8]([C:9]([O:15][C:16]3[CH:17]=[C:18]4[C:22](=[CH:23][CH:24]=3)[NH:21][C:20]([CH3:25])=[CH:19]4)=[N:10][CH:11]=[N:12]2)=[CH:7][C:6]=1[O:26][CH3:27], predict the reactants needed to synthesize it. (4) Given the product [O:1]=[C:2]1[CH2:7][CH2:6][CH:5]([N:8]2[C:13](=[O:14])[C:12]([CH2:15][C:16]3[CH:17]=[CH:18][C:19]([C:22]4[CH:27]=[CH:26][CH:25]=[CH:24][C:23]=4[C:28]4[NH:32][C:31](=[O:33])[O:30][N:29]=4)=[CH:20][CH:21]=3)=[C:11]([CH2:34][CH2:35][CH3:36])[N:10]3[N:37]=[CH:38][CH:39]=[C:9]23)[CH2:4][CH2:3]1, predict the reactants needed to synthesize it. The reactants are: [OH:1][C@H:2]1[CH2:7][CH2:6][C@H:5]([N:8]2[C:13](=[O:14])[C:12]([CH2:15][C:16]3[CH:21]=[CH:20][C:19]([C:22]4[CH:27]=[CH:26][CH:25]=[CH:24][C:23]=4[C:28]4[NH:32][C:31](=[O:33])[O:30][N:29]=4)=[CH:18][CH:17]=3)=[C:11]([CH2:34][CH2:35][CH3:36])[N:10]3[N:37]=[CH:38][CH:39]=[C:9]23)[CH2:4][CH2:3]1.CC(OI1(OC(C)=O)(OC(C)=O)OC(=O)C2C1=CC=CC=2)=O.C(OCC)(=O)C.S([O-])([O-])(=O)=S.[Na+].[Na+]. (5) Given the product [Cl:15][C:4]1[NH:5][C:6]2[C:11](=[N:10][CH:9]=[CH:8][CH:7]=2)[C:3]=1[C:1]#[N:2], predict the reactants needed to synthesize it. The reactants are: [C:1]([CH:3]1[C:11]2[C:6](=[CH:7][CH:8]=[CH:9][N:10]=2)[NH:5][C:4]1=O)#[N:2].P(Cl)(Cl)([Cl:15])=O.